From a dataset of Aqueous solubility values for 9,982 compounds from the AqSolDB database. Regression/Classification. Given a drug SMILES string, predict its absorption, distribution, metabolism, or excretion properties. Task type varies by dataset: regression for continuous measurements (e.g., permeability, clearance, half-life) or binary classification for categorical outcomes (e.g., BBB penetration, CYP inhibition). For this dataset (solubility_aqsoldb), we predict Y. The molecule is NC(=O)c1ncn([C@@H]2O[C@H](CO)[C@@H](O)[C@H]2O)n1. The Y is -0.235 log mol/L.